Regression. Given two drug SMILES strings and cell line genomic features, predict the synergy score measuring deviation from expected non-interaction effect. From a dataset of Merck oncology drug combination screen with 23,052 pairs across 39 cell lines. Drug 1: COC1CC2CCC(C)C(O)(O2)C(=O)C(=O)N2CCCCC2C(=O)OC(C(C)CC2CCC(OP(C)(C)=O)C(OC)C2)CC(=O)C(C)C=C(C)C(O)C(OC)C(=O)C(C)CC(C)C=CC=CC=C1C. Drug 2: NC1CCCCC1N.O=C(O)C(=O)O.[Pt+2]. Cell line: T47D. Synergy scores: synergy=22.1.